Task: Predict the reactants needed to synthesize the given product.. Dataset: Full USPTO retrosynthesis dataset with 1.9M reactions from patents (1976-2016) (1) Given the product [OH:56][C:52]1[C:51]([CH3:57])=[CH:50][C:49]([CH2:48][NH:47][C:12]([C:7]2[S:8][C:9]([CH3:11])=[C:10]3[C:6]=2[CH2:5][C@H:4]2[C:2]([CH3:1])([CH3:15])[C@H:3]23)=[O:14])=[CH:54][C:53]=1[CH3:55], predict the reactants needed to synthesize it. The reactants are: [CH3:1][C:2]1([CH3:15])[C@@H:4]2[CH2:5][C:6]3[C:10]([C@H:3]12)=[C:9]([CH3:11])[S:8][C:7]=3[C:12]([OH:14])=O.CN(C(ON1N=NC2C=CC=CC1=2)=[N+](C)C)C.[B-](F)(F)(F)F.C(N(C(C)C)C(C)C)C.[NH2:47][CH2:48][C:49]1[CH:54]=[C:53]([CH3:55])[C:52]([OH:56])=[C:51]([CH3:57])[CH:50]=1. (2) Given the product [NH2:49][CH2:48][C:47]1[CH:60]=[CH:61][CH:62]=[CH:63][C:46]=1[CH2:45][O:44][C:40]1[CH:41]=[C:42]([CH3:43])[N:37]([CH2:36][C:35]2[CH:34]=[C:33]([CH:68]=[CH:67][CH:66]=2)[CH2:32][NH:31][C:10](=[O:12])[CH2:9][NH:8][C:1](=[O:2])[O:3][C:4]([CH3:5])([CH3:6])[CH3:7])[C:38](=[O:65])[C:39]=1[Cl:64], predict the reactants needed to synthesize it. The reactants are: [C:1]([NH:8][CH2:9][C:10]([OH:12])=O)([O:3][C:4]([CH3:7])([CH3:6])[CH3:5])=[O:2].CN1CCOCC1.ClC1N=C(OC)N=C(OC)N=1.[NH2:31][CH2:32][C:33]1[CH:34]=[C:35]([CH:66]=[CH:67][CH:68]=1)[CH2:36][N:37]1[C:42]([CH3:43])=[CH:41][C:40]([O:44][CH2:45][C:46]2[CH:63]=[CH:62][CH:61]=[CH:60][C:47]=2[CH2:48][N:49]2C(=O)C3C(=CC=CC=3)C2=O)=[C:39]([Cl:64])[C:38]1=[O:65].O.NN.